Dataset: Retrosynthesis with 50K atom-mapped reactions and 10 reaction types from USPTO. Task: Predict the reactants needed to synthesize the given product. Given the product N#Cc1ncn2c1[C@@H]1CCN1C(=O)c1cc(F)ccc1-2, predict the reactants needed to synthesize it. The reactants are: NC(=O)c1ncn2c1[C@@H]1CCN1C(=O)c1cc(F)ccc1-2.